From a dataset of Full USPTO retrosynthesis dataset with 1.9M reactions from patents (1976-2016). Predict the reactants needed to synthesize the given product. (1) Given the product [C:10]([C:6]1[CH:7]=[C:2]([Cl:1])[C:3]([CH3:9])=[CH:4][C:5]=1[OH:8])([CH3:13])([CH3:12])[CH3:11], predict the reactants needed to synthesize it. The reactants are: [Cl:1][C:2]1[CH:7]=[CH:6][C:5]([OH:8])=[CH:4][C:3]=1[CH3:9].[C:10](O)([CH3:13])([CH3:12])[CH3:11].S(=O)(=O)(O)O.ClCCl. (2) The reactants are: [F:1][C:2]([F:15])([CH2:9][C:10]([O:12]CC)=O)[CH2:3][C:4]([O:6]CC)=O.[CH2:16]([NH2:23])[C:17]1[CH:22]=[CH:21][CH:20]=[CH:19][CH:18]=1. Given the product [CH2:16]([N:23]1[C:4](=[O:6])[CH2:3][C:2]([F:1])([F:15])[CH2:9][C:10]1=[O:12])[C:17]1[CH:22]=[CH:21][CH:20]=[CH:19][CH:18]=1, predict the reactants needed to synthesize it. (3) Given the product [CH2:11]([N:14]1[C:1](=[O:10])[C:2]2[C:3](=[CH:5][CH:6]=[CH:7][CH:8]=2)[N:4]=[C:15]1[C:16]1[CH:21]=[CH:20][C:19]([O:22][CH2:23][CH2:32][CH2:31][N:30]2[CH2:35][CH2:34][CH2:28][CH2:27][CH2:26]2)=[CH:18][CH:17]=1)[CH2:12][CH3:13], predict the reactants needed to synthesize it. The reactants are: [C:1]([OH:10])(=O)[C:2]1[C:3](=[CH:5][CH:6]=[CH:7][CH:8]=1)[NH2:4].[CH2:11]([NH2:14])[CH2:12][CH3:13].[CH:15](=O)[C:16]1[CH:21]=[CH:20][C:19]([O:22][CH3:23])=[CH:18][CH:17]=1.Cl[CH2:26][CH2:27][CH2:28]Br.[NH:30]1[CH2:35][CH2:34]C[CH2:32][CH2:31]1. (4) Given the product [O:46]1[CH2:47][CH2:48][N:43]([C:2]2[N:7]=[C:6]([O:8][C:9]3[CH:36]=[CH:35][CH:34]=[CH:33][C:10]=3[CH2:11][NH:12][C:13]([NH:15][C:16]3[N:20]([C:21]4[CH:22]=[CH:23][C:24]([CH3:27])=[CH:25][CH:26]=4)[N:19]=[C:18]([CH2:28][C:29]([CH3:30])([CH3:32])[CH3:31])[CH:17]=3)=[O:14])[CH:5]=[CH:4][N:3]=2)[CH2:44][CH2:45]1, predict the reactants needed to synthesize it. The reactants are: Cl[C:2]1[N:7]=[C:6]([O:8][C:9]2[CH:36]=[CH:35][CH:34]=[CH:33][C:10]=2[CH2:11][NH:12][C:13]([NH:15][C:16]2[N:20]([C:21]3[CH:26]=[CH:25][C:24]([CH3:27])=[CH:23][CH:22]=3)[N:19]=[C:18]([CH2:28][C:29]([CH3:32])([CH3:31])[CH3:30])[CH:17]=2)=[O:14])[CH:5]=[CH:4][N:3]=1.C(=O)([O-])[O-].[Na+].[Na+].[NH:43]1[CH2:48][CH2:47][O:46][CH2:45][CH2:44]1.